Predict the reaction yield, written as a fraction of the theoretical maximum amount of product (1.0 means a 100% yield; for example, 0.34 means a 34% yield). From a dataset of Reaction yield outcomes from USPTO patents with 853,638 reactions. (1) The reactants are C(O[K])(C)(C)C.C(OC([CH2:12][CH2:13][N:14]1[CH2:19][CH2:18][CH2:17][CH:16]([C:20]([O:22]CC)=O)[CH2:15]1)=O)C. The catalyst is C1(C)C=CC=CC=1. The product is [N:14]12[CH2:15][CH:16]([CH2:17][CH2:18][CH2:19]1)[C:20](=[O:22])[CH2:12][CH2:13]2. The yield is 0.330. (2) The reactants are FC(F)(F)C(O)=O.[CH3:8][O:9][N:10]=[CH:11][C:12]1[C:13]([NH2:25])=[N:14][CH:15]=[N:16][C:17]=1[N:18]1[CH2:23][CH2:22][CH:21]([NH2:24])[CH2:20][CH2:19]1.[N+](C1C=CC([O:35][C:36](=O)[NH:37][C:38]2[CH:43]=[CH:42][C:41]([N:44]3[CH2:49][CH2:48][O:47][CH2:46][CH2:45]3)=[CH:40][CH:39]=2)=CC=1)([O-])=O.CCN(C(C)C)C(C)C. The catalyst is CC#N. The product is [NH2:25][C:13]1[N:14]=[CH:15][N:16]=[C:17]([N:18]2[CH2:23][CH2:22][CH:21]([NH:24][C:36]([NH:37][C:38]3[CH:39]=[CH:40][C:41]([N:44]4[CH2:49][CH2:48][O:47][CH2:46][CH2:45]4)=[CH:42][CH:43]=3)=[O:35])[CH2:20][CH2:19]2)[C:12]=1[CH:11]=[N:10][O:9][CH3:8]. The yield is 0.134.